From a dataset of Full USPTO retrosynthesis dataset with 1.9M reactions from patents (1976-2016). Predict the reactants needed to synthesize the given product. (1) The reactants are: C([O:3][C:4]([CH2:6][CH2:7][C:8]1[C:13]([O:14][CH2:15][CH2:16][CH2:17][C:18]([O:20]CC)=[O:19])=[CH:12][CH:11]=[CH:10][C:9]=1[CH2:23][CH2:24][CH2:25][CH2:26][CH2:27][CH2:28][O:29][C:30]1[CH:31]=[C:32]([C:43]([OH:45])=O)[CH:33]=[C:34]([C:36]2[CH:41]=[CH:40][CH:39]=[C:38]([F:42])[CH:37]=2)[CH:35]=1)=[O:5])C.[CH3:46][NH2:47]. Given the product [C:4]([CH2:6][CH2:7][C:8]1[C:9]([CH2:23][CH2:24][CH2:25][CH2:26][CH2:27][CH2:28][O:29][C:30]2[CH:35]=[C:34]([C:36]3[CH:41]=[CH:40][CH:39]=[C:38]([F:42])[CH:37]=3)[CH:33]=[C:32]([C:43](=[O:45])[NH:47][CH3:46])[CH:31]=2)=[CH:10][CH:11]=[CH:12][C:13]=1[O:14][CH2:15][CH2:16][CH2:17][C:18]([OH:20])=[O:19])([OH:3])=[O:5], predict the reactants needed to synthesize it. (2) The reactants are: [CH3:1][C:2]1[CH:6]=[C:5]([C:7]2[C:8](=[O:25])[NH:9][C:10]3[C:15]([C:16]=2[C:17]2[CH:22]=[CH:21][CH:20]=[CH:19][CH:18]=2)=[CH:14][C:13]([CH:23]=[O:24])=[CH:12][CH:11]=3)[O:4][N:3]=1.[OH:26]P([O-])(O)=O.[Na+].CC(=CC)C.Cl([O-])=O.[Na+]. Given the product [CH3:1][C:2]1[CH:6]=[C:5]([C:7]2[C:8](=[O:25])[NH:9][C:10]3[C:15]([C:16]=2[C:17]2[CH:22]=[CH:21][CH:20]=[CH:19][CH:18]=2)=[CH:14][C:13]([C:23]([OH:26])=[O:24])=[CH:12][CH:11]=3)[O:4][N:3]=1, predict the reactants needed to synthesize it. (3) Given the product [CH3:30][O:29][C:27]([N:8]1[CH2:12][CH2:11][CH:10]([NH:13][C:14]([C:16]2[C:24]3[C:19](=[CH:20][CH:21]=[C:22]([Cl:25])[CH:23]=3)[NH:18][N:17]=2)=[O:15])[CH2:9]1)=[O:28], predict the reactants needed to synthesize it. The reactants are: C([N:8]1[CH2:12][CH2:11][CH:10]([NH:13][C:14]([C:16]2[C:24]3[C:19](=[CH:20][CH:21]=[C:22]([Cl:25])[CH:23]=3)[NH:18][N:17]=2)=[O:15])[CH2:9]1)C1C=CC=CC=1.Cl[C:27]([O:29][CH:30](Cl)C)=[O:28]. (4) Given the product [Cl:1][C:2]1[CH:7]=[C:6]([N:16]2[CH:17]=[C:13]([CH:10]3[CH2:12][CH2:11]3)[N:14]=[CH:15]2)[C:5]([F:9])=[CH:4][N:3]=1, predict the reactants needed to synthesize it. The reactants are: [Cl:1][C:2]1[CH:7]=[C:6](I)[C:5]([F:9])=[CH:4][N:3]=1.[CH:10]1([C:13]2[N:14]=[CH:15][NH:16][CH:17]=2)[CH2:12][CH2:11]1.OC1C=CC=C2C=1N=CC=C2.C(=O)([O-])[O-].[Cs+].[Cs+].